This data is from Forward reaction prediction with 1.9M reactions from USPTO patents (1976-2016). The task is: Predict the product of the given reaction. (1) Given the reactants Cl[C:2]1[N:7]=[C:6]([C:8]#[N:9])[CH:5]=[CH:4][CH:3]=1.C(=O)([O-])[O-].[K+].[K+].O.[C:17]([O:20][CH2:21][CH3:22])(=O)[CH3:18], predict the reaction product. The product is: [O:20]1[CH:21]=[CH:22][CH:18]=[C:17]1[C:2]1[N:7]=[C:6]([C:8]#[N:9])[CH:5]=[CH:4][CH:3]=1. (2) Given the reactants [CH2:1]([O:3][C:4](=[O:28])[CH2:5][C@H:6]([NH:20][C:21](=[O:27])[CH2:22][CH2:23][C:24](O)=[O:25])[CH2:7][C:8]1[CH:13]=[CH:12][C:11]([C:14]2[CH:19]=[CH:18][CH:17]=[CH:16][CH:15]=2)=[CH:10][CH:9]=1)[CH3:2].CCN=C=NCCCN(C)C.Cl.C1C=CC2N(O)N=NC=2C=1.[NH2:51][CH2:52][CH2:53][C:54]#[N:55], predict the reaction product. The product is: [CH2:1]([O:3][C:4](=[O:28])[CH2:5][C@H:6]([NH:20][C:21](=[O:27])[CH2:22][CH2:23][C:24](=[O:25])[NH:55][CH2:54][CH2:53][C:52]#[N:51])[CH2:7][C:8]1[CH:13]=[CH:12][C:11]([C:14]2[CH:19]=[CH:18][CH:17]=[CH:16][CH:15]=2)=[CH:10][CH:9]=1)[CH3:2]. (3) Given the reactants [C-:1]#[N:2].[Na+].[N:4]1[CH:9]=[CH:8][CH:7]=[C:6]([CH:10]=[O:11])[CH:5]=1.[C:12](Cl)(=[O:19])[C:13]1[CH:18]=[CH:17][CH:16]=[CH:15][CH:14]=1, predict the reaction product. The product is: [C:1]([CH:10]([O:11][C:12](=[O:19])[C:13]1[CH:18]=[CH:17][CH:16]=[CH:15][CH:14]=1)[C:6]1[CH:5]=[N:4][CH:9]=[CH:8][CH:7]=1)#[N:2]. (4) The product is: [OH:30][C:6]1[C:5]([C:3]([NH:31][CH2:32][CH2:33][C:34]([OH:36])=[O:35])=[O:4])=[N:14][CH:13]=[C:12]2[C:7]=1[CH:8]=[C:9]([C:24]1[CH:25]=[CH:26][CH:27]=[CH:28][CH:29]=1)[C:10](=[O:23])[N:11]2[CH2:15][CH2:16][C:17]1[CH:22]=[CH:21][CH:20]=[CH:19][CH:18]=1. Given the reactants CO[C:3]([C:5]1[C:6]([OH:30])=[C:7]2[C:12](=[CH:13][N:14]=1)[N:11]([CH2:15][CH2:16][C:17]1[CH:22]=[CH:21][CH:20]=[CH:19][CH:18]=1)[C:10](=[O:23])[C:9]([C:24]1[CH:29]=[CH:28][CH:27]=[CH:26][CH:25]=1)=[CH:8]2)=[O:4].[NH2:31][CH2:32][CH2:33][C:34]([OH:36])=[O:35].C[O-].[Na+], predict the reaction product. (5) Given the reactants [CH3:1][NH:2][CH2:3][CH2:4][CH:5]([C:7]1[CH:12]=[CH:11][CH:10]=[CH:9][CH:8]=1)[OH:6].[C:24]([O:23][C:21](O[C:21]([O:23][C:24]([CH3:27])([CH3:26])[CH3:25])=[O:22])=[O:22])([CH3:27])([CH3:26])[CH3:25], predict the reaction product. The product is: [OH:6][CH:5]([C:7]1[CH:12]=[CH:11][CH:10]=[CH:9][CH:8]=1)[CH2:4][CH2:3][N:2]([CH3:1])[C:21](=[O:22])[O:23][C:24]([CH3:25])([CH3:26])[CH3:27].